The task is: Predict the reactants needed to synthesize the given product.. This data is from Full USPTO retrosynthesis dataset with 1.9M reactions from patents (1976-2016). (1) Given the product [Cl:12][C:13]1[CH:14]=[C:15]([C:16]2[N:9]=[C:6]3[CH:5]=[CH:4][C:3]([C:2]([F:1])([F:10])[F:11])=[CH:8][N:7]3[C:34]=2[NH:33][CH:35]([CH3:37])[CH3:36])[CH:18]=[CH:19][CH:20]=1, predict the reactants needed to synthesize it. The reactants are: [F:1][C:2]([F:11])([F:10])[C:3]1[CH:4]=[CH:5][C:6]([NH2:9])=[N:7][CH:8]=1.[Cl:12][C:13]1[CH:14]=[C:15]([CH:18]=[CH:19][CH:20]=1)[CH:16]=O.O.C1(C)C=CC(S(O)(=O)=O)=CC=1.[N+:33]([CH:35]([CH3:37])[CH3:36])#[C-:34]. (2) Given the product [CH3:28][C:18]1[CH:23]=[CH:22][C:21]([S:24]([O:17][C@@H:9]2[CH2:8][C@H:7]([CH:1]3[CH2:2][CH2:3][CH2:4][CH2:5][CH2:6]3)[C:16]3[C:11](=[CH:12][CH:13]=[CH:14][CH:15]=3)[CH2:10]2)(=[O:26])=[O:25])=[CH:20][CH:19]=1, predict the reactants needed to synthesize it. The reactants are: [CH:1]1([C@@H:7]2[C:16]3[C:11](=[CH:12][CH:13]=[CH:14][CH:15]=3)[CH2:10][C@H:9]([OH:17])[CH2:8]2)[CH2:6][CH2:5][CH2:4][CH2:3][CH2:2]1.[C:18]1([CH3:28])[CH:23]=[CH:22][C:21]([S:24](Cl)(=[O:26])=[O:25])=[CH:20][CH:19]=1.N#N. (3) Given the product [Cl:19][C:4]1[CH:5]=[C:6]([CH:8]2[CH2:11][N:10]([C:12]([O:14][C:15]([CH3:18])([CH3:17])[CH3:16])=[O:13])[CH2:9]2)[CH:7]=[C:2]([N:24]2[CH2:25][CH2:26][C:22]([F:21])([CH3:27])[CH2:23]2)[N:3]=1, predict the reactants needed to synthesize it. The reactants are: Cl[C:2]1[CH:7]=[C:6]([CH:8]2[CH2:11][N:10]([C:12]([O:14][C:15]([CH3:18])([CH3:17])[CH3:16])=[O:13])[CH2:9]2)[CH:5]=[C:4]([Cl:19])[N:3]=1.Cl.[F:21][C:22]1([CH3:27])[CH2:26][CH2:25][NH:24][CH2:23]1.C(N(CC)C(C)C)(C)C.O. (4) The reactants are: [CH2:1]([O:3][C:4](=[O:13])[C:5]1[CH:10]=[C:9]([F:11])[CH:8]=[N:7][C:6]=1Cl)[CH3:2].C(=O)([O-])[O-].[Cs+].[Cs+].[CH3:20][S:21][C:22]1[CH:27]=[CH:26][C:25]([OH:28])=[CH:24][CH:23]=1. Given the product [CH2:1]([O:3][C:4](=[O:13])[C:5]1[CH:10]=[C:9]([F:11])[CH:8]=[N:7][C:6]=1[O:28][C:25]1[CH:26]=[CH:27][C:22]([S:21][CH3:20])=[CH:23][CH:24]=1)[CH3:2], predict the reactants needed to synthesize it. (5) The reactants are: Br[C:2]1[CH:7]=[C:6]([CH3:8])[CH:5]=[C:4](Br)[C:3]=1[O:10][CH3:11].[C:12]1(B(O)O)[CH:17]=[CH:16][CH:15]=[CH:14][CH:13]=1.[C:21]1(P([C:21]2[CH:26]=[CH:25][CH:24]=[CH:23][CH:22]=2)[C:21]2[CH:26]=[CH:25][CH:24]=[CH:23][CH:22]=2)[CH:26]=[CH:25][CH:24]=[CH:23][CH:22]=1.P([O-])([O-])([O-])=O.[K+].[K+].[K+].[Cl-].[NH4+]. Given the product [CH3:8][C:6]1[CH:5]=[C:4]([C:12]2[CH:17]=[CH:16][CH:15]=[CH:14][CH:13]=2)[C:3]([O:10][CH3:11])=[C:2]([C:21]2[CH:26]=[CH:25][CH:24]=[CH:23][CH:22]=2)[CH:7]=1, predict the reactants needed to synthesize it. (6) Given the product [F:8][C:9]1[CH:10]=[C:11]([CH:14]=[CH:15][C:16]=1[N:17]([CH3:28])[C:18]1[N:23]=[CH:22][C:21]2[N:24]=[CH:25][N:26]([CH3:27])[C:20]=2[CH:19]=1)[CH2:12][NH2:13], predict the reactants needed to synthesize it. The reactants are: FC(F)(F)C(O)=O.[F:8][C:9]1[CH:10]=[C:11]([CH:14]=[CH:15][C:16]=1[N:17]([CH3:28])[C:18]1[N:23]=[CH:22][C:21]2[N:24]=[CH:25][N:26]([CH3:27])[C:20]=2[CH:19]=1)[C:12]#[N:13].[BH4-].[Na+]. (7) Given the product [CH3:31][N:30]([CH3:32])[C:28]([C:25]1[CH:26]=[CH:27][C:22]([C:20]2[CH:21]=[CH:16][CH:17]=[CH:18][CH:19]=2)=[CH:23][CH:24]=1)=[O:29], predict the reactants needed to synthesize it. The reactants are: O1C2C=CC(C3(C(N[C:16]4[CH:17]=[CH:18][C:19](CC#N)=[C:20]([C:22]5[CH:27]=[CH:26][C:25]([C:28]([N:30]([CH3:32])[CH3:31])=[O:29])=[CH:24][CH:23]=5)[CH:21]=4)=O)CC3)=CC=2OC1.OO.[OH-].[Na+].